This data is from Forward reaction prediction with 1.9M reactions from USPTO patents (1976-2016). The task is: Predict the product of the given reaction. (1) Given the reactants [CH:1]1([C:4]([N:6]2[CH2:10][CH2:9][C@@H:8]([CH2:11][NH:12][C:13]3[C:22]([N+:23]([O-])=O)=[CH:21][CH:20]=[CH:19][C:14]=3[C:15]([NH:17][CH3:18])=[O:16])[CH2:7]2)=[O:5])[CH2:3][CH2:2]1, predict the reaction product. The product is: [NH2:23][C:22]1[C:13]([NH:12][CH2:11][C@@H:8]2[CH2:9][CH2:10][N:6]([C:4]([CH:1]3[CH2:3][CH2:2]3)=[O:5])[CH2:7]2)=[C:14]([CH:19]=[CH:20][CH:21]=1)[C:15]([NH:17][CH3:18])=[O:16]. (2) Given the reactants [OH:1][C@H:2]1[CH2:6][CH2:5][N:4]([C:7]2[C:8]([C:21]3[CH:26]=[CH:25][CH:24]=[CH:23][CH:22]=3)=[N:9][C:10]3[C:15]([N:16]=2)=[CH:14][C:13]([C:17]([O:19]C)=[O:18])=[CH:12][CH:11]=3)[CH2:3]1.[OH-].[Na+].Cl, predict the reaction product. The product is: [OH:1][C@H:2]1[CH2:6][CH2:5][N:4]([C:7]2[C:8]([C:21]3[CH:26]=[CH:25][CH:24]=[CH:23][CH:22]=3)=[N:9][C:10]3[C:15]([N:16]=2)=[CH:14][C:13]([C:17]([OH:19])=[O:18])=[CH:12][CH:11]=3)[CH2:3]1. (3) Given the reactants Br[CH2:2][C:3]1[C:4]([I:10])=[CH:5][C:6]([F:9])=[N:7][CH:8]=1.[N-:11]=[N+:12]=[N-:13].[Na+], predict the reaction product. The product is: [N:11]([CH2:2][C:3]1[C:4]([I:10])=[CH:5][C:6]([F:9])=[N:7][CH:8]=1)=[N+:12]=[N-:13]. (4) Given the reactants [CH:1]([O:4][C:5]([O:7][C:8]1[CH:9]=[C:10]([CH2:21][C@H:22]([NH:38]C(OC(C)(C)C)=O)[C:23]([O:25][C@H:26]([CH3:37])[CH2:27][O:28][C:29]([C:31]2[CH:36]=[CH:35][CH:34]=[CH:33][CH:32]=2)=[O:30])=[O:24])[CH:11]=[CH:12][C:13]=1[O:14][C:15]([O:17][CH:18]([CH3:20])[CH3:19])=[O:16])=[O:6])([CH3:3])[CH3:2].[ClH:46], predict the reaction product. The product is: [ClH:46].[NH2:38][C@@H:22]([CH2:21][C:10]1[CH:11]=[CH:12][C:13]([O:14][C:15]([O:17][CH:18]([CH3:20])[CH3:19])=[O:16])=[C:8]([O:7][C:5]([O:4][CH:1]([CH3:3])[CH3:2])=[O:6])[CH:9]=1)[C:23]([O:25][C@H:26]([CH3:37])[CH2:27][O:28][C:29]([C:31]1[CH:36]=[CH:35][CH:34]=[CH:33][CH:32]=1)=[O:30])=[O:24]. (5) Given the reactants C(C1C(=O)C(Cl)=C(Cl)C(=O)C=1C#N)#N.[C:15]([O:18][C@@H:19]1[C@@H:24]([O:25][CH2:26][C:27]2[CH:32]=[CH:31][CH:30]=[CH:29][CH:28]=2)[C@@H:23]([O:33][CH2:34][C:35]2[CH:40]=[CH:39][CH:38]=[CH:37][CH:36]=2)[C@@H:22]([CH2:41][O:42][CH2:43][C:44]2[CH:49]=[CH:48][CH:47]=[CH:46][CH:45]=2)[O:21][CH:20]1[O:50][C@@H:51]1[C@@H:80]([CH2:81][O:82][CH2:83][C:84]2[CH:89]=[CH:88][CH:87]=[CH:86][CH:85]=2)[O:79][C@H:54]([O:55][CH2:56][CH2:57][CH2:58][CH2:59][CH2:60][N:61]([CH2:72][C:73]2[CH:78]=[CH:77][CH:76]=[CH:75][CH:74]=2)[C:62]([O:64][CH2:65][C:66]2[CH:71]=[CH:70][CH:69]=[CH:68][CH:67]=2)=[O:63])[C@H:53]([N:90]=[N+:91]=[N-:92])[C@H:52]1[O:93]CC1C=CC2C(=CC=CC=2)C=1)(=[O:17])[CH3:16], predict the reaction product. The product is: [C:15]([O:18][C@@H:19]1[C@@H:24]([O:25][CH2:26][C:27]2[CH:32]=[CH:31][CH:30]=[CH:29][CH:28]=2)[C@@H:23]([O:33][CH2:34][C:35]2[CH:36]=[CH:37][CH:38]=[CH:39][CH:40]=2)[C@@H:22]([CH2:41][O:42][CH2:43][C:44]2[CH:49]=[CH:48][CH:47]=[CH:46][CH:45]=2)[O:21][C@H:20]1[O:50][C@@H:51]1[C@@H:80]([CH2:81][O:82][CH2:83][C:84]2[CH:85]=[CH:86][CH:87]=[CH:88][CH:89]=2)[O:79][C@H:54]([O:55][CH2:56][CH2:57][CH2:58][CH2:59][CH2:60][N:61]([CH2:72][C:73]2[CH:78]=[CH:77][CH:76]=[CH:75][CH:74]=2)[C:62]([O:64][CH2:65][C:66]2[CH:71]=[CH:70][CH:69]=[CH:68][CH:67]=2)=[O:63])[C@H:53]([N:90]=[N+:91]=[N-:92])[C@H:52]1[OH:93])(=[O:17])[CH3:16].